This data is from hERG Central: cardiac toxicity at 1µM, 10µM, and general inhibition. The task is: Predict hERG channel inhibition at various concentrations. The compound is Cc1ccc(NC(=O)C(=O)NCc2ccc(/C=N/NC(=O)c3c(C)nc4cc(C)ccn34)o2)cc1. Results: hERG_inhib (hERG inhibition (general)): blocker.